Dataset: Catalyst prediction with 721,799 reactions and 888 catalyst types from USPTO. Task: Predict which catalyst facilitates the given reaction. (1) The catalyst class is: 45. Reactant: FC1N(C)C(O)CN(C2C=CC(N[C:17]3[N:22]=[C:21]([C:23]4[CH:24]=[C:25]([NH:29][C:30](=[O:33])[CH:31]=[CH2:32])[CH:26]=[CH:27][CH:28]=4)[C:20]([NH:34][C:35]4[CH:40]=[CH:39][CH:38]=[C:37]([F:41])[CH:36]=4)=[CH:19][N:18]=3)=CC=2)C1.[Cl:42]C1N=C(Cl)C(NC2C=CC=C(F)C=2)=CN=1.C(NC1C=C(B(O)O)C=CC=1)(=O)C=C. Product: [Cl:42][C:17]1[N:22]=[C:21]([C:23]2[CH:24]=[C:25]([NH:29][C:30](=[O:33])[CH:31]=[CH2:32])[CH:26]=[CH:27][CH:28]=2)[C:20]([NH:34][C:35]2[CH:40]=[CH:39][CH:38]=[C:37]([F:41])[CH:36]=2)=[CH:19][N:18]=1. (2) Reactant: [F:1][C:2]1[CH:10]=[CH:9][C:8]([C:11]2[CH:12]=[C:13]3[C:25]([C:26](=[O:29])[NH:27][CH3:28])=[C:24]([C:30]4[CH:35]=[CH:34][C:33]([F:36])=[CH:32][CH:31]=4)[O:23][C:14]3=[N:15][C:16]=2[NH:17][CH2:18][C:19]([F:22])([F:21])[F:20])=[CH:7][C:3]=1[C:4](O)=[O:5].C(N(C(C)C)C(C)C)C.Cl.Cl.[C:48]12([NH2:53])[CH2:52][CH:50]([CH2:51]1)[CH2:49]2.CN(C(ON1N=NC2C=CC=NC1=2)=[N+](C)C)C.F[P-](F)(F)(F)(F)F. Product: [C:48]12([NH:53][C:4]([C:3]3[CH:7]=[C:8]([C:11]4[CH:12]=[C:13]5[C:25]([C:26]([NH:27][CH3:28])=[O:29])=[C:24]([C:30]6[CH:35]=[CH:34][C:33]([F:36])=[CH:32][CH:31]=6)[O:23][C:14]5=[N:15][C:16]=4[NH:17][CH2:18][C:19]([F:22])([F:21])[F:20])[CH:9]=[CH:10][C:2]=3[F:1])=[O:5])[CH2:52][CH:50]([CH2:51]1)[CH2:49]2. The catalyst class is: 3. (3) Reactant: [CH:1]1[C:6]2[C:7]3[CH:16]=[CH:15][CH:14]=[CH:13][C:8]=3[CH2:9][C:10](=[O:12])[CH2:11][C:5]=2[CH:4]=[CH:3][CH:2]=1.[N:17](OCCCC)=O.[ClH:24]. Product: [ClH:24].[NH2:17][CH:9]1[C:8]2[CH:13]=[CH:14][CH:15]=[CH:16][C:7]=2[C:6]2[CH:1]=[CH:2][CH:3]=[CH:4][C:5]=2[CH2:11][CH:10]1[OH:12]. The catalyst class is: 28. (4) Reactant: [H-].[Al+3].[Li+].[H-].[H-].[H-].C([O:10][C:11](=O)[CH2:12][C@H:13]([CH:22]1[CH2:27][CH2:26][N:25]([S:28]([CH3:31])(=[O:30])=[O:29])[CH2:24][CH2:23]1)[C:14]1[CH:19]=[C:18]([F:20])[CH:17]=[C:16]([F:21])[CH:15]=1)(C)C.[OH-].[Na+]. Product: [CH3:31][S:28]([N:25]1[CH2:24][CH2:23][CH:22]([C@H:13]([C:14]2[CH:19]=[C:18]([F:20])[CH:17]=[C:16]([F:21])[CH:15]=2)[CH2:12][CH2:11][OH:10])[CH2:27][CH2:26]1)(=[O:29])=[O:30]. The catalyst class is: 56. (5) The catalyst class is: 5. Product: [NH2:1][C:2]1[CH:11]=[CH:10][CH:9]=[C:8]2[C:3]=1[CH2:4][CH:5]([OH:13])[CH2:6][N:7]2[CH3:12]. Reactant: [NH2:1][C:2]1[CH:11]=[CH:10][CH:9]=[C:8]2[C:3]=1[CH2:4][C:5](=[O:13])[CH2:6][N:7]2[CH3:12].[BH4-].[Na+].O.